This data is from NCI-60 drug combinations with 297,098 pairs across 59 cell lines. The task is: Regression. Given two drug SMILES strings and cell line genomic features, predict the synergy score measuring deviation from expected non-interaction effect. (1) Drug 1: C1CCC(CC1)NC(=O)N(CCCl)N=O. Drug 2: CCN(CC)CCNC(=O)C1=C(NC(=C1C)C=C2C3=C(C=CC(=C3)F)NC2=O)C. Cell line: IGROV1. Synergy scores: CSS=25.7, Synergy_ZIP=-7.69, Synergy_Bliss=-1.35, Synergy_Loewe=-1.10, Synergy_HSA=-1.18. (2) Drug 1: COC1=CC(=CC(=C1O)OC)C2C3C(COC3=O)C(C4=CC5=C(C=C24)OCO5)OC6C(C(C7C(O6)COC(O7)C8=CC=CS8)O)O. Drug 2: CCC1(CC2CC(C3=C(CCN(C2)C1)C4=CC=CC=C4N3)(C5=C(C=C6C(=C5)C78CCN9C7C(C=CC9)(C(C(C8N6C=O)(C(=O)OC)O)OC(=O)C)CC)OC)C(=O)OC)O.OS(=O)(=O)O. Cell line: SN12C. Synergy scores: CSS=37.9, Synergy_ZIP=-4.72, Synergy_Bliss=3.07, Synergy_Loewe=4.59, Synergy_HSA=4.70. (3) Drug 1: CN(C)N=NC1=C(NC=N1)C(=O)N. Drug 2: CC1CCC2CC(C(=CC=CC=CC(CC(C(=O)C(C(C(=CC(C(=O)CC(OC(=O)C3CCCCN3C(=O)C(=O)C1(O2)O)C(C)CC4CCC(C(C4)OC)O)C)C)O)OC)C)C)C)OC. Cell line: UACC62. Synergy scores: CSS=6.93, Synergy_ZIP=-7.66, Synergy_Bliss=-11.1, Synergy_Loewe=-18.5, Synergy_HSA=-10.1. (4) Drug 1: COC1=CC(=CC(=C1O)OC)C2C3C(COC3=O)C(C4=CC5=C(C=C24)OCO5)OC6C(C(C7C(O6)COC(O7)C8=CC=CS8)O)O. Drug 2: C1=NC2=C(N1)C(=S)N=C(N2)N. Synergy scores: CSS=30.5, Synergy_ZIP=-3.23, Synergy_Bliss=-5.34, Synergy_Loewe=-13.2, Synergy_HSA=-4.77. Cell line: HCC-2998. (5) Drug 1: CN(C(=O)NC(C=O)C(C(C(CO)O)O)O)N=O. Drug 2: C1C(C(OC1N2C=NC(=NC2=O)N)CO)O. Cell line: HT29. Synergy scores: CSS=2.98, Synergy_ZIP=0.365, Synergy_Bliss=2.94, Synergy_Loewe=-1.13, Synergy_HSA=0.888. (6) Drug 1: C1CCN(CC1)CCOC2=CC=C(C=C2)C(=O)C3=C(SC4=C3C=CC(=C4)O)C5=CC=C(C=C5)O. Drug 2: C1CCC(C1)C(CC#N)N2C=C(C=N2)C3=C4C=CNC4=NC=N3. Cell line: SW-620. Synergy scores: CSS=-1.99, Synergy_ZIP=-1.80, Synergy_Bliss=-2.30, Synergy_Loewe=-6.25, Synergy_HSA=-5.50. (7) Drug 1: CS(=O)(=O)C1=CC(=C(C=C1)C(=O)NC2=CC(=C(C=C2)Cl)C3=CC=CC=N3)Cl. Drug 2: CC12CCC3C(C1CCC2O)C(CC4=C3C=CC(=C4)O)CCCCCCCCCS(=O)CCCC(C(F)(F)F)(F)F. Cell line: M14. Synergy scores: CSS=-0.277, Synergy_ZIP=2.62, Synergy_Bliss=6.20, Synergy_Loewe=0.0967, Synergy_HSA=2.14. (8) Drug 1: C1=CC(=CC=C1C#N)C(C2=CC=C(C=C2)C#N)N3C=NC=N3. Drug 2: C1=CN(C(=O)N=C1N)C2C(C(C(O2)CO)O)O.Cl. Cell line: PC-3. Synergy scores: CSS=11.5, Synergy_ZIP=-0.688, Synergy_Bliss=1.61, Synergy_Loewe=-6.10, Synergy_HSA=-0.693. (9) Drug 2: C#CCC(CC1=CN=C2C(=N1)C(=NC(=N2)N)N)C3=CC=C(C=C3)C(=O)NC(CCC(=O)O)C(=O)O. Drug 1: CCC1(CC2CC(C3=C(CCN(C2)C1)C4=CC=CC=C4N3)(C5=C(C=C6C(=C5)C78CCN9C7C(C=CC9)(C(C(C8N6C)(C(=O)OC)O)OC(=O)C)CC)OC)C(=O)OC)O.OS(=O)(=O)O. Synergy scores: CSS=12.1, Synergy_ZIP=-6.36, Synergy_Bliss=-5.90, Synergy_Loewe=-5.07, Synergy_HSA=-4.78. Cell line: RXF 393.